This data is from Full USPTO retrosynthesis dataset with 1.9M reactions from patents (1976-2016). The task is: Predict the reactants needed to synthesize the given product. (1) Given the product [Cl-:7].[OH:10][CH2:9][CH2:8][N+:4]1[CH:5]=[CH:6][N:2]([CH3:1])[CH:3]=1, predict the reactants needed to synthesize it. The reactants are: [CH3:1][N:2]1[CH:6]=[CH:5][N:4]=[CH:3]1.[Cl:7][CH2:8][CH2:9][OH:10]. (2) The reactants are: [F:1][C:2]([F:22])([F:21])[O:3][C:4]1[CH:9]=[CH:8][C:7]([S:10]([N:13]2[CH2:18][CH2:17][CH:16]([CH:19]=O)[CH2:15][CH2:14]2)(=[O:12])=[O:11])=[CH:6][CH:5]=1.C(OP([CH:31]([O:37][CH3:38])[C:32]([O:34][CH2:35][CH3:36])=[O:33])(OCC)=O)C.CN1CCCN(C)C1=O.[H-].[Na+]. Given the product [CH3:38][O:37]/[C:31](=[CH:19]\[CH:16]1[CH2:15][CH2:14][N:13]([S:10]([C:7]2[CH:6]=[CH:5][C:4]([O:3][C:2]([F:22])([F:21])[F:1])=[CH:9][CH:8]=2)(=[O:11])=[O:12])[CH2:18][CH2:17]1)/[C:32]([O:34][CH2:35][CH3:36])=[O:33].[CH3:38][O:37]/[C:31](=[CH:19]/[CH:16]1[CH2:15][CH2:14][N:13]([S:10]([C:7]2[CH:6]=[CH:5][C:4]([O:3][C:2]([F:22])([F:21])[F:1])=[CH:9][CH:8]=2)(=[O:11])=[O:12])[CH2:18][CH2:17]1)/[C:32]([O:34][CH2:35][CH3:36])=[O:33], predict the reactants needed to synthesize it. (3) The reactants are: [Cl:1][C:2]1[CH:7]=[C:6]([NH:8][C:9]2[CH:14]=[CH:13][CH:12]=[CH:11][C:10]=2[N+:15]([O-])=O)[CH:5]=[CH:4][C:3]=1[C:18]([C:20]1[CH:25]=[C:24]([O:26][CH2:27][CH:28]([OH:31])[CH2:29][OH:30])[CH:23]=[CH:22][C:21]=1[F:32])=[O:19].[NH4+].[Cl-]. Given the product [NH2:15][C:10]1[CH:11]=[CH:12][CH:13]=[CH:14][C:9]=1[NH:8][C:6]1[CH:5]=[CH:4][C:3]([C:18]([C:20]2[CH:25]=[C:24]([O:26][CH2:27][CH:28]([OH:31])[CH2:29][OH:30])[CH:23]=[CH:22][C:21]=2[F:32])=[O:19])=[C:2]([Cl:1])[CH:7]=1, predict the reactants needed to synthesize it. (4) Given the product [Cl:15][C:16]1[CH:23]=[CH:22][C:19]([CH2:20][O:8][C:7]2[CH:9]=[C:10]([OH:11])[CH:12]=[CH:13][CH:14]=2)=[CH:18][CH:17]=1, predict the reactants needed to synthesize it. The reactants are: C(=O)([O-])[O-].[K+].[K+].[C:7]1([CH:14]=[CH:13][CH:12]=[C:10]([OH:11])[CH:9]=1)[OH:8].[Cl:15][C:16]1[CH:23]=[CH:22][C:19]([CH2:20]Br)=[CH:18][CH:17]=1. (5) Given the product [NH:5]=[C:4]([C:14]1[CH:19]=[CH:18][CH:17]=[CH:16][CH:15]=1)[C:3]1[CH:6]=[C:7]([O:12][CH3:13])[C:8]([O:10][CH3:11])=[CH:9][C:2]=1[NH2:1], predict the reactants needed to synthesize it. The reactants are: [NH2:1][C:2]1[CH:9]=[C:8]([O:10][CH3:11])[C:7]([O:12][CH3:13])=[CH:6][C:3]=1[C:4]#[N:5].[C:14]1([Mg]Br)[CH:19]=[CH:18][CH:17]=[CH:16][CH:15]=1.